Dataset: Reaction yield outcomes from USPTO patents with 853,638 reactions. Task: Predict the reaction yield, written as a fraction of the theoretical maximum amount of product (1.0 means a 100% yield; for example, 0.34 means a 34% yield). (1) The reactants are [CH2:1](OC(OCC)OCC)C.[NH2:11][C:12]1[CH:13]=[N:14][CH:15]=[CH:16][CH:17]=1.[F:18][C:19]([F:32])([F:31])[CH2:20][N:21]1[C:25]([CH3:26])=[C:24]([C:27]([NH:29][NH2:30])=O)[CH:23]=[N:22]1.C(O)(=O)C. The catalyst is C(#N)C. The product is [CH3:26][C:25]1[N:21]([CH2:20][C:19]([F:32])([F:31])[F:18])[N:22]=[CH:23][C:24]=1[C:27]1[N:11]([C:12]2[CH:13]=[N:14][CH:15]=[CH:16][CH:17]=2)[CH:1]=[N:30][N:29]=1. The yield is 0.560. (2) The reactants are [O:1]1[CH2:6][CH2:5][CH2:4][O:3][CH:2]1[C:7]1[CH:8]=[CH:9][C:10]([C:13]2[S:21][C:20]3[C:15](=[N:16][CH:17]=[CH:18][C:19]=3Cl)[CH:14]=2)=[N:11][CH:12]=1.C(=O)([O-])[O-].[Na+].[Na+].[N+:29]([C:32]1[CH:37]=[CH:36][C:35]([OH:38])=[C:34]([F:39])[CH:33]=1)([O-:31])=[O:30]. The catalyst is C1(OC2C=CC=CC=2)C=CC=CC=1.C(Cl)Cl. The product is [O:1]1[CH2:6][CH2:5][CH2:4][O:3][CH:2]1[C:7]1[CH:8]=[CH:9][C:10]([C:13]2[S:21][C:20]3[C:15](=[N:16][CH:17]=[CH:18][C:19]=3[O:38][C:35]3[CH:36]=[CH:37][C:32]([N+:29]([O-:31])=[O:30])=[CH:33][C:34]=3[F:39])[CH:14]=2)=[N:11][CH:12]=1. The yield is 0.820. (3) The reactants are [S:1]1[C:5]2[CH:6]=[CH:7][CH:8]=[CH:9][C:4]=2[N:3]=[C:2]1[C:10]1[C:14]([CH2:15][CH2:16][CH2:17]Br)=[N:13][NH:12][C:11]=1[NH2:19].[CH3:20][NH2:21]. The catalyst is C1COCC1. The product is [S:1]1[C:5]2[CH:6]=[CH:7][CH:8]=[CH:9][C:4]=2[N:3]=[C:2]1[C:10]1[C:14]([CH2:15][CH2:16][CH2:17][NH:21][CH3:20])=[N:13][NH:12][C:11]=1[NH2:19]. The yield is 0.320. (4) The reactants are Cl[C:2]1[CH:3]=[CH:4][N:5]=[C:6]2[C:11]=1[N:10]=[CH:9][C:8]([NH2:12])=[CH:7]2.ClC1C=CN=C2C=1N=CC(N=C(C1C=CC=CC=1)C1C=CC=CC=1)=C2.Cl.C(=O)(O)[O-:40].[Na+]. The catalyst is O1CCCC1. The product is [NH2:12][C:8]1[CH:7]=[C:6]2[C:11]([C:2]([OH:40])=[CH:3][CH:4]=[N:5]2)=[N:10][CH:9]=1. The yield is 0.950. (5) The reactants are [N:1]1([C:7]2[N:15]=[C:14]([C:16]3[CH:17]=[C:18]([CH2:22][OH:23])[CH:19]=[CH:20][CH:21]=3)[N:13]=[C:12]3[C:8]=2[N:9]=[CH:10][N:11]3[CH:24]2[CH2:29][CH2:28][NH:27][CH2:26][CH2:25]2)[CH2:6][CH2:5][O:4][CH2:3][CH2:2]1.[BH3-]C#N.[Na+].[F:34][C:35]1[CH:36]=[C:37]([CH:40]=[CH:41][CH:42]=1)[CH:38]=O. The catalyst is CO.[Cl-].[Zn+2].[Cl-]. The product is [F:34][C:35]1[CH:36]=[C:37]([CH:40]=[CH:41][CH:42]=1)[CH2:38][N:27]1[CH2:28][CH2:29][CH:24]([N:11]2[CH:10]=[N:9][C:8]3[C:12]2=[N:13][C:14]([C:16]2[CH:17]=[C:18]([CH2:22][OH:23])[CH:19]=[CH:20][CH:21]=2)=[N:15][C:7]=3[N:1]2[CH2:6][CH2:5][O:4][CH2:3][CH2:2]2)[CH2:25][CH2:26]1. The yield is 0.138. (6) The product is [CH2:1]([C:8]1[CH:13]=[C:12]([CH3:14])[N:11]=[C:10]([NH:29][C:26]2[CH:27]=[CH:28][C:23]([C:19]3[S:18][C:17]([CH3:16])=[N:21][C:20]=3[CH3:22])=[C:24]([O:30][CH3:31])[CH:25]=2)[N:9]=1)[C:2]1[CH:7]=[CH:6][CH:5]=[CH:4][CH:3]=1. The yield is 0.780. The catalyst is ClCCl.C(OCC)(=O)C. The reactants are [CH2:1]([C:8]1[CH:13]=[C:12]([CH3:14])[N:11]=[C:10](Cl)[N:9]=1)[C:2]1[CH:7]=[CH:6][CH:5]=[CH:4][CH:3]=1.[CH3:16][C:17]1[S:18][C:19]([C:23]2[CH:28]=[CH:27][C:26]([NH2:29])=[CH:25][C:24]=2[O:30][CH3:31])=[C:20]([CH3:22])[N:21]=1.